Dataset: Catalyst prediction with 721,799 reactions and 888 catalyst types from USPTO. Task: Predict which catalyst facilitates the given reaction. (1) Reactant: S(Cl)(Cl)=O.CC1C=CC(C)=CC=1C(O)=O.CC1C=CC(C)=CC=1C(Cl)=O.[CH3:27][O:28][C:29]1[CH:30]=[C:31]2[C:36](=[CH:37][C:38]=1[O:39][CH3:40])[N:35]=[CH:34][CH:33]=[C:32]2[O:41][C:42]1[CH:48]=[CH:47][C:45]([NH2:46])=[CH:44][CH:43]=1.[CH3:49][C:50]1[CH:55]=[CH:54][C:53]([CH3:56])=[CH:52][C:51]=1[C:57]([N:59]=[C:60]=[S:61])=[O:58]. The catalyst class is: 234. Product: [CH3:27][O:28][C:29]1[CH:30]=[C:31]2[C:36](=[CH:37][C:38]=1[O:39][CH3:40])[N:35]=[CH:34][CH:33]=[C:32]2[O:41][C:42]1[CH:48]=[CH:47][C:45]([NH:46][C:60]([NH:59][C:57](=[O:58])[C:51]2[CH:52]=[C:53]([CH3:56])[CH:54]=[CH:55][C:50]=2[CH3:49])=[S:61])=[CH:44][CH:43]=1. (2) Reactant: [Cl:1][C:2]1[C:7]([C:8]2[O:12][N:11]=[C:10](C(OCC)=O)[N:9]=2)=[CH:6][N:5]=[C:4]2[NH:18][CH:19]=[CH:20][C:3]=12.[OH-].[Na+].Cl. Product: [Cl:1][C:2]1[C:7]([C:8]2[O:12][N:11]=[CH:10][N:9]=2)=[CH:6][N:5]=[C:4]2[NH:18][CH:19]=[CH:20][C:3]=12. The catalyst class is: 8. (3) Reactant: [CH:1]1([N:4]2[C:13]3[C:8](=[CH:9][C:10]([F:17])=[C:11](F)[C:12]=3[O:14][CH3:15])[C:7](=[O:18])[C:6]([C:19]([OH:21])=[O:20])=[CH:5]2)[CH2:3][CH2:2]1.[CH3:22][CH:23]1[CH2:28][NH:27][CH2:26][CH2:25][NH:24]1.COC(=O)OC. Product: [CH3:22][CH:23]1[NH:24][CH2:25][CH2:26][N:27]([C:11]2[C:12]([O:14][CH3:15])=[C:13]3[N:4]([CH:1]4[CH2:3][CH2:2]4)[CH:5]=[C:6]([C:19]([OH:21])=[O:20])[C:7](=[O:18])[C:8]3=[CH:9][C:10]=2[F:17])[CH2:28]1. The catalyst class is: 16. (4) The catalyst class is: 46. Reactant: [C:1]([O:5][C:6]([N:8]1[CH2:12][C@@H:11]([N:13]([CH2:26][C:27]2[CH:32]=[C:31]([C:33]([F:36])([F:35])[F:34])[CH:30]=[C:29]([C:37]([F:40])([F:39])[F:38])[CH:28]=2)[C:14]2[N:19]=[CH:18][C:17]([C:20]3[CH:21]=[N:22][N:23]([CH3:25])[CH:24]=3)=[CH:16][N:15]=2)[CH2:10][C@H:9]1[CH2:41][CH3:42])=[O:7])(C)([CH3:3])[CH3:2].FC(F)(F)C(O)=O.C(N(CC)C(C)C)(C)C.ClC(OC(C)C)=O. Product: [CH:1]([O:5][C:6]([N:8]1[CH2:12][C@@H:11]([N:13]([CH2:26][C:27]2[CH:32]=[C:31]([C:33]([F:34])([F:35])[F:36])[CH:30]=[C:29]([C:37]([F:38])([F:39])[F:40])[CH:28]=2)[C:14]2[N:15]=[CH:16][C:17]([C:20]3[CH:21]=[N:22][N:23]([CH3:25])[CH:24]=3)=[CH:18][N:19]=2)[CH2:10][C@H:9]1[CH2:41][CH3:42])=[O:7])([CH3:3])[CH3:2]. (5) Reactant: [Cl-].[Cl-].[NH3+:3][CH2:4][C:5]([C:7]1[CH:12]=[CH:11][NH+:10]=[CH:9][CH:8]=1)=[O:6].CO[C:15]1([C:22](OC)=O)[CH2:19][CH2:18][CH:17]([O:20][CH3:21])[O:16]1.C([O-])(=O)C.[Na+].C([O-])(O)=O.[Na+]. Product: [O:6]=[C:5]([C:7]1[CH:12]=[CH:11][N:10]=[CH:9][CH:8]=1)[CH2:4][N:3]1[CH:22]=[CH:15][CH:19]=[C:18]1[C:17]([O:20][CH3:21])=[O:16]. The catalyst class is: 699. (6) Reactant: Cl[CH2:2][S:3]([NH:6][C:7]1[C:28]([OH:29])=[CH:27][C:10]2[C@H:11]([NH:18][CH2:19][CH2:20][C:21]3[CH:26]=[CH:25][CH:24]=[CH:23][CH:22]=3)[C@@H:12]([OH:17])[C:13]([CH3:16])([CH3:15])[O:14][C:9]=2[CH:8]=1)(=[O:5])=[O:4].[OH-].[Na+].[Cl-].[NH4+]. Product: [CH3:15][C:13]1([CH3:16])[CH:12]([OH:17])[CH:11]([NH:18][CH2:19][CH2:20][C:21]2[CH:26]=[CH:25][CH:24]=[CH:23][CH:22]=2)[C:10]2[C:9](=[CH:8][C:7]3[NH:6][S:3](=[O:5])(=[O:4])[CH2:2][O:29][C:28]=3[CH:27]=2)[O:14]1. The catalyst class is: 5. (7) Reactant: [CH3:1][C:2]1[CH:3]=[CH:4][C:5]([NH:21][C:22]([C:24]2[CH:25]=[CH:26][C:27]([CH2:30][N:31]3[CH2:36][CH2:35][N:34]([CH3:37])[CH2:33][CH2:32]3)=[CH:28][CH:29]=2)=[O:23])=[CH:6][C:7]=1[NH:8][C:9]1[N:10]=[CH:11][CH:12]=[C:13]([C:15]2[CH:16]=[CH:17][CH:18]=[N:19][CH:20]=2)[N:14]=1.[CH3:38][CH:39]([CH3:46])[CH2:40][C:41]([O:43][CH2:44][I:45])=[O:42]. Product: [I-:45].[CH3:37][N+:34]1([CH2:44][O:43][C:41](=[O:42])[CH2:40][CH:39]([CH3:46])[CH3:38])[CH2:33][CH2:32][N:31]([CH2:30][C:27]2[CH:28]=[CH:29][C:24]([C:22](=[O:23])[NH:21][C:5]3[CH:4]=[CH:3][C:2]([CH3:1])=[C:7]([NH:8][C:9]4[N:14]=[C:13]([C:15]5[CH:20]=[N:19][CH:18]=[CH:17][CH:16]=5)[CH:12]=[CH:11][N:10]=4)[CH:6]=3)=[CH:25][CH:26]=2)[CH2:36][CH2:35]1. The catalyst class is: 2. (8) The catalyst class is: 1. Reactant: [Cl:1][C:2]1[CH:7]=[CH:6][C:5]([S:8]([N:11]2[CH:16]([C:17]3[CH:22]=[CH:21][CH:20]=[CH:19][CH:18]=3)[CH2:15][CH2:14][CH2:13][CH:12]2[CH:23]=[O:24])(=[O:10])=[O:9])=[CH:4][CH:3]=1.[CH3:25][Mg]Br.CCOCC.[Cl-].[NH4+]. Product: [Cl:1][C:2]1[CH:3]=[CH:4][C:5]([S:8]([N:11]2[CH:16]([C:17]3[CH:18]=[CH:19][CH:20]=[CH:21][CH:22]=3)[CH2:15][CH2:14][CH2:13][CH:12]2[CH:23]([OH:24])[CH3:25])(=[O:9])=[O:10])=[CH:6][CH:7]=1. (9) Reactant: FC(F)(F)S(O[C:7]1[N:11]([CH2:12][C:13]([F:16])([F:15])[F:14])[N:10]=[C:9]([C@@H:17]2[CH2:22][CH2:21][C:20]([F:24])([F:23])[CH2:19][C@H:18]2[CH2:25][O:26][CH2:27][C:28]2[CH:33]=[CH:32][CH:31]=[CH:30][CH:29]=2)[C:8]=1[C:34]1[CH:39]=[CH:38][C:37]([S:40]([CH3:43])(=[O:42])=[O:41])=[CH:36][CH:35]=1)(=O)=O. Product: [CH2:27]([O:26][CH2:25][C@@H:18]1[CH2:19][C:20]([F:23])([F:24])[CH2:21][CH2:22][C@H:17]1[C:9]1[C:8]([C:34]2[CH:35]=[CH:36][C:37]([S:40]([CH3:43])(=[O:41])=[O:42])=[CH:38][CH:39]=2)=[CH:7][N:11]([CH2:12][C:13]([F:15])([F:16])[F:14])[N:10]=1)[C:28]1[CH:33]=[CH:32][CH:31]=[CH:30][CH:29]=1. The catalyst class is: 153.